This data is from Full USPTO retrosynthesis dataset with 1.9M reactions from patents (1976-2016). The task is: Predict the reactants needed to synthesize the given product. Given the product [CH2:9]([N:16]1[CH2:21][CH2:20][CH:19]([N:22]2[C:27](=[O:28])[C:26]([CH2:29][C:30]3[CH:35]=[CH:34][C:33]([C:36]4[CH:41]=[CH:40][CH:39]=[CH:38][C:37]=4[C:42]4[NH:3][C:4](=[O:7])[O:5][N:43]=4)=[CH:32][CH:31]=3)=[C:25]([CH2:44][CH2:45][CH3:46])[N:24]3[N:47]=[CH:48][N:49]=[C:23]23)[CH2:18][CH2:17]1)[C:10]1[CH:15]=[CH:14][CH:13]=[CH:12][CH:11]=1, predict the reactants needed to synthesize it. The reactants are: [Cl-].O[NH3+:3].[C:4](=[O:7])([O-])[OH:5].[Na+].[CH2:9]([N:16]1[CH2:21][CH2:20][CH:19]([N:22]2[C:27](=[O:28])[C:26]([CH2:29][C:30]3[CH:35]=[CH:34][C:33]([C:36]4[C:37]([C:42]#[N:43])=[CH:38][CH:39]=[CH:40][CH:41]=4)=[CH:32][CH:31]=3)=[C:25]([CH2:44][CH2:45][CH3:46])[N:24]3[N:47]=[CH:48][N:49]=[C:23]23)[CH2:18][CH2:17]1)[C:10]1[CH:15]=[CH:14][CH:13]=[CH:12][CH:11]=1.